Dataset: Reaction yield outcomes from USPTO patents with 853,638 reactions. Task: Predict the reaction yield, written as a fraction of the theoretical maximum amount of product (1.0 means a 100% yield; for example, 0.34 means a 34% yield). (1) The reactants are [CH:1]([C:4]1[N:9]=[C:8]([C:10]2[CH:19]=[C:18]([O:20][CH:21]3[CH2:38][CH:37]4[CH:23]([C:24](=[O:44])[N:25]([CH3:43])[CH2:26][CH2:27][CH2:28][CH2:29][CH:30]=[CH:31][CH:32]5[C:34]([C:40](O)=[O:41])([NH:35][C:36]4=[O:39])[CH2:33]5)[CH2:22]3)[C:17]3[C:12](=[C:13]([CH3:47])[C:14]([O:45][CH3:46])=[CH:15][CH:16]=3)[N:11]=2)[CH:7]=[CH:6][CH:5]=1)([CH3:3])[CH3:2].C(Cl)CCl.[CH:52]1([S:55]([NH2:58])(=[O:57])=[O:56])[CH2:54][CH2:53]1.C1CCN2C(=NCCC2)CC1. The catalyst is CN(C1C=CN=CC=1)C.CN(C=O)C.C(O)(=O)C. The product is [CH:1]([C:4]1[N:9]=[C:8]([C:10]2[CH:19]=[C:18]([O:20][CH:21]3[CH2:38][CH:37]4[CH:23]([C:24](=[O:44])[N:25]([CH3:43])[CH2:26][CH2:27][CH2:28][CH2:29][CH:30]=[CH:31][CH:32]5[C:34]([C:40]([NH:58][S:55]([CH:52]6[CH2:54][CH2:53]6)(=[O:57])=[O:56])=[O:41])([NH:35][C:36]4=[O:39])[CH2:33]5)[CH2:22]3)[C:17]3[C:12](=[C:13]([CH3:47])[C:14]([O:45][CH3:46])=[CH:15][CH:16]=3)[N:11]=2)[CH:7]=[CH:6][CH:5]=1)([CH3:2])[CH3:3]. The yield is 0.390. (2) The reactants are C[O:2][C:3]([C:5]1[S:6][CH:7]=[C:8]([Br:10])[CH:9]=1)=[O:4].[OH-:11].[Na+].CO.O.Cl. The catalyst is C(OCC)(=O)C. The product is [Br:10][C:8]1[C:9]([OH:11])=[C:5]([C:3]([OH:2])=[O:4])[S:6][CH:7]=1. The yield is 0.694.